This data is from Reaction yield outcomes from USPTO patents with 853,638 reactions. The task is: Predict the reaction yield, written as a fraction of the theoretical maximum amount of product (1.0 means a 100% yield; for example, 0.34 means a 34% yield). (1) The reactants are [C:1]([NH:9][C:10]1[CH:15]=[CH:14][C:13]([C:16]2[CH:24]=[C:23]3[C:19]([CH2:20][N:21]([C@@H:26]([CH:31]([CH3:33])[CH3:32])[C:27]([O:29][CH3:30])=[O:28])[C:22]3=[O:25])=[CH:18][CH:17]=2)=[CH:12][CH:11]=1)(=[O:8])[C:2]1[CH:7]=C[CH:5]=[CH:4][CH:3]=1.[NH2:34]C1C=CC(C2C=C3C(CN([C@@H](C(C)C)C(OC)=O)C3=O)=CC=2)=CC=1.C(Cl)(=O)C1C=CC=NC=1. No catalyst specified. The product is [CH3:32][CH:31]([CH3:33])[C@H:26]([N:21]1[CH2:20][C:19]2[C:23](=[CH:24][C:16]([C:13]3[CH:12]=[CH:11][C:10]([NH:9][C:1](=[O:8])[C:2]4[CH:3]=[CH:4][CH:5]=[N:34][CH:7]=4)=[CH:15][CH:14]=3)=[CH:17][CH:18]=2)[C:22]1=[O:25])[C:27]([O:29][CH3:30])=[O:28]. The yield is 0.910. (2) The reactants are [CH3:1][C:2]1[N:3]=[C:4]2[CH:9]=[CH:8][CH:7]=[CH:6][N:5]2[C:10]=1[C:11]([NH2:13])=O.N1C=CC=CC=1.FC(F)(F)C(OC(=O)C(F)(F)F)=O.C(=O)(O)[O-].[Na+]. The catalyst is O1CCCC1. The product is [CH3:1][C:2]1[N:3]=[C:4]2[CH:9]=[CH:8][CH:7]=[CH:6][N:5]2[C:10]=1[C:11]#[N:13]. The yield is 0.800. (3) The product is [C:1]1([C:16]2[CH:17]=[CH:18][CH:19]=[CH:20][CH:21]=2)[CH:6]=[CH:5][C:4]([CH:7]([N:14]([CH3:15])[C:29](=[O:31])[CH2:28][N:27]2[C:26]3[CH:32]=[C:33]([O:36][C:37]([F:40])([F:39])[F:38])[CH:34]=[CH:35][C:25]=3[O:24][C:23]2=[O:22])[CH2:8][N:9]2[CH2:13][CH2:12][CH2:11][CH2:10]2)=[CH:3][CH:2]=1. The catalyst is CN(C)C=O.CC#N.O. The yield is 0.0600. The reactants are [C:1]1([C:16]2[CH:21]=[CH:20][CH:19]=[CH:18][CH:17]=2)[CH:6]=[CH:5][C:4]([CH:7]([NH:14][CH3:15])[CH2:8][N:9]2[CH2:13][CH2:12][CH2:11][CH2:10]2)=[CH:3][CH:2]=1.[O:22]=[C:23]1[N:27]([CH2:28][C:29]([OH:31])=O)[C:26]2[CH:32]=[C:33]([O:36][C:37]([F:40])([F:39])[F:38])[CH:34]=[CH:35][C:25]=2[O:24]1.C(N(CC)CC)C.F[P-](F)(F)(F)(F)F.N1(O[P+](N(C)C)(N(C)C)N(C)C)C2C=CC=CC=2N=N1.FC(F)(F)C(O)=O. (4) The reactants are [CH2:1]1[N:6]2[CH2:7][N:8]3[CH2:10][N:4]([CH2:5]2)[CH2:3][N:2]1[CH2:9]3.[Cl:11][C:12]1[S:13][C:14]([CH2:17]Cl)=[CH:15][CH:16]=1. The catalyst is C(Cl)(Cl)Cl. The product is [Cl:11][C:12]1[S:13][C:14]([CH2:17][CH:1]2[N:6]3[CH2:5][N:4]4[CH2:10][N:8]([CH2:9][N:2]2[CH2:3]4)[CH2:7]3)=[CH:15][CH:16]=1. The yield is 0.880. (5) The reactants are [Cl:1][C:2]1[CH:3]=[C:4]2[C:9](=[CH:10][CH:11]=1)[O:8][CH:7]=[C:6]([CH:12]=O)[C:5]2=[O:14].[CH2:15]([O:17][C:18]([C:20]#[C:21][C:22]([O:24][CH2:25][CH3:26])=[O:23])=[O:19])[CH3:16].C1(P(C2C=CC=CC=2)C2C=CC=CC=2)C=CC=CC=1.[CH3:46][O:47][C:48]1[CH:59]=[C:58]2[C:51]([NH:52][CH:53]=[C:54]2[CH2:55][CH2:56][NH2:57])=[CH:50][CH:49]=1. The catalyst is C1(C)C=CC=CC=1. The product is [CH2:25]([O:24][C:22]([C:21]1[C:20]2([C:18]([O:17][CH2:15][CH3:16])=[O:19])[N:57]([CH2:56][CH2:55][C:54]3[C:58]4[C:51](=[CH:50][CH:49]=[C:48]([O:47][CH3:46])[CH:59]=4)[NH:52][C:53]=32)[CH:7]=[C:6]([C:5](=[O:14])[C:4]2[CH:3]=[C:2]([Cl:1])[CH:11]=[CH:10][C:9]=2[OH:8])[CH:12]=1)=[O:23])[CH3:26]. The yield is 0.630. (6) The reactants are C([Li])CCC.[CH3:6][O:7][C:8]1[CH:16]=[C:15]([O:17][CH3:18])[CH:14]=[C:13]([CH3:19])[C:9]=1[C:10]([NH2:12])=[O:11].[CH3:20][N:21]([CH3:35])[CH2:22][CH2:23][O:24][C:25]1[C:32]([CH3:33])=[CH:31][C:28]([C:29]#N)=[CH:27][C:26]=1[CH3:34]. The catalyst is C1COCC1. The product is [CH3:20][N:21]([CH3:35])[CH2:22][CH2:23][O:24][C:25]1[C:32]([CH3:33])=[CH:31][C:28]([C:29]2[NH:12][C:10](=[O:11])[C:9]3[C:13]([CH:19]=2)=[CH:14][C:15]([O:17][CH3:18])=[CH:16][C:8]=3[O:7][CH3:6])=[CH:27][C:26]=1[CH3:34]. The yield is 0.0800. (7) The reactants are [CH3:1][C:2]1[CH:7]=[CH:6][N:5]=[C:4]([C:8]2[O:9][C:10]3[CH2:11][N:12](C(OCC4C=CC=CC=4)=O)[CH2:13][CH2:14][C:15]=3[N:16]=2)[CH:3]=1.[Si](I)(C)(C)C. The catalyst is CC#N. The product is [CH3:1][C:2]1[CH:7]=[CH:6][N:5]=[C:4]([C:8]2[O:9][C:10]3[CH2:11][NH:12][CH2:13][CH2:14][C:15]=3[N:16]=2)[CH:3]=1. The yield is 1.00. (8) The reactants are [NH:1]1[CH2:5][CH2:4][CH2:3][CH2:2]1.[CH:6]12[O:12][CH:7]1[CH2:8][CH2:9][CH2:10][CH2:11]2. The catalyst is O. The product is [N:1]1([C@H:6]2[CH2:11][CH2:10][CH2:9][CH2:8][C@@H:7]2[OH:12])[CH2:5][CH2:4][CH2:3][CH2:2]1. The yield is 0.870. (9) The reactants are [CH3:1][O:2][C:3]([NH:5][C@H:6]([C:10]([N:12]1[CH2:16][C@@H:15]([CH3:17])[CH2:14][C@H:13]1[C:18]1[NH:22][C:21]2[C:23]3[C:28]([CH:29]=[CH:30][C:20]=2[N:19]=1)=[CH:27][C:26]1[C:31]2[C:36]([CH2:37][O:38][C:25]=1[CH:24]=3)=[CH:35][C:34]([C:39]1[NH:43][C:42]([C@@H:44]3[CH2:48][CH2:47][CH2:46][N:45]3[C:49](OC(C)(C)C)=[O:50])=[N:41][CH:40]=1)=[CH:33][CH:32]=2)=[O:11])[CH:7]([CH3:9])[CH3:8])=[O:4].Cl.[CH3:57][O:58][C:59]([NH:61][C@H:62]([C:66]1[CH:71]=[CH:70][CH:69]=[CH:68][CH:67]=1)C(O)=O)=[O:60].CCOC(C(C#N)=NOC(N1CCOCC1)=[N+](C)C)=O.F[P-](F)(F)(F)(F)F.CCN(C(C)C)C(C)C. The catalyst is C(Cl)Cl.CO.CCOC(C)=O.CN(C=O)C.CO. The product is [CH3:1][O:2][C:3]([NH:5][C@@H:6]([CH:7]([CH3:9])[CH3:8])[C:10]([N:12]1[CH2:16][C@@H:15]([CH3:17])[CH2:14][C@H:13]1[C:18]1[NH:22][C:21]2[C:23]3[C:28]([CH:29]=[CH:30][C:20]=2[N:19]=1)=[CH:27][C:26]1[C:31]2[C:36]([CH2:37][O:38][C:25]=1[CH:24]=3)=[CH:35][C:34]([C:39]1[NH:43][C:42]([C@@H:44]3[CH2:48][CH2:47][CH2:46][N:45]3[C:49](=[O:50])[C@H:62]([NH:61][C:59](=[O:60])[O:58][CH3:57])[C:66]3[CH:71]=[CH:70][CH:69]=[CH:68][CH:67]=3)=[N:41][CH:40]=1)=[CH:33][CH:32]=2)=[O:11])=[O:4]. The yield is 0.450. (10) The reactants are [CH2:1]([O:3][C:4](=[O:18])[CH2:5][N:6]1[C:14]2[CH2:13][CH2:12][CH2:11][C@@H:10]([N:15]=[N+]=[N-])[C:9]=2[CH:8]=[N:7]1)[CH3:2]. The catalyst is C(O)C.[Pd]. The product is [CH2:1]([O:3][C:4](=[O:18])[CH2:5][N:6]1[C:14]2[CH2:13][CH2:12][CH2:11][C@@H:10]([NH2:15])[C:9]=2[CH:8]=[N:7]1)[CH3:2]. The yield is 0.980.